From a dataset of Forward reaction prediction with 1.9M reactions from USPTO patents (1976-2016). Predict the product of the given reaction. (1) The product is: [C:8]([C:5]1[CH:4]=[CH:3][C:2]([NH:1][C:10](=[O:16])[CH2:11][CH2:12][C:13]([OH:15])=[O:14])=[N:7][CH:6]=1)#[N:9]. Given the reactants [NH2:1][C:2]1[N:7]=[CH:6][C:5]([C:8]#[N:9])=[CH:4][CH:3]=1.[C:10]1(=[O:16])[O:15][C:13](=[O:14])[CH2:12][CH2:11]1, predict the reaction product. (2) Given the reactants C(O)(=O)C(O)=O.[NH2:7][C@@H:8]([C:13]([NH:16][C:17]([O:19][C:20]([CH3:23])([CH3:22])[CH3:21])=[O:18])([CH3:15])[CH3:14])[C:9]([O:11][CH3:12])=[O:10].C(=O)([O-])[O-].[K+].[K+], predict the reaction product. The product is: [NH2:7][C@@H:8]([C:13]([NH:16][C:17]([O:19][C:20]([CH3:23])([CH3:22])[CH3:21])=[O:18])([CH3:15])[CH3:14])[C:9]([O:11][CH3:12])=[O:10].